This data is from Full USPTO retrosynthesis dataset with 1.9M reactions from patents (1976-2016). The task is: Predict the reactants needed to synthesize the given product. (1) Given the product [ClH:29].[CH3:1][N:2]([CH3:28])[C:3]([N:5]1[C:14]2[C:9](=[CH:10][CH:11]=[CH:12][CH:13]=2)[N:8]([C:15]([N:17]2[CH2:21][CH2:20][CH:19]([C:22]3[CH:23]=[N:24][CH:25]=[CH:26][CH:27]=3)[CH2:18]2)=[O:16])[CH2:7][CH2:6]1)=[O:4], predict the reactants needed to synthesize it. The reactants are: [CH3:1][N:2]([CH3:28])[C:3]([N:5]1[C:14]2[C:9](=[CH:10][CH:11]=[CH:12][CH:13]=2)[N:8]([C:15]([N:17]2[CH2:21][CH2:20][CH:19]([C:22]3[CH:23]=[N:24][CH:25]=[CH:26][CH:27]=3)[CH2:18]2)=[O:16])[CH2:7][CH2:6]1)=[O:4].[ClH:29]. (2) Given the product [Si:31]([O:38][CH2:39][CH2:40][N:41]([CH2:42][C:43]([CH3:46])([CH3:45])[CH3:44])[C:28]([C:10]1[C:9]([O:8][CH2:1][C:2]2[CH:3]=[CH:4][CH:5]=[CH:6][CH:7]=2)=[C:14]([OH:15])[N:13]=[C:12]([CH2:16][C:17]2([C:22]3[CH:27]=[CH:26][CH:25]=[CH:24][CH:23]=3)[CH2:21][CH2:20][CH2:19][CH2:18]2)[N:11]=1)=[O:29])([C:34]([CH3:37])([CH3:36])[CH3:35])([CH3:32])[CH3:33], predict the reactants needed to synthesize it. The reactants are: [CH2:1]([O:8][C:9]1[C:10]([C:28](O)=[O:29])=[N:11][C:12]([CH2:16][C:17]2([C:22]3[CH:27]=[CH:26][CH:25]=[CH:24][CH:23]=3)[CH2:21][CH2:20][CH2:19][CH2:18]2)=[N:13][C:14]=1[OH:15])[C:2]1[CH:7]=[CH:6][CH:5]=[CH:4][CH:3]=1.[Si:31]([O:38][CH2:39][CH2:40][NH:41][CH2:42][C:43]([CH3:46])([CH3:45])[CH3:44])([C:34]([CH3:37])([CH3:36])[CH3:35])([CH3:33])[CH3:32].C(N(CC)C(C)C)(C)C.CN(C(ON1N=NC2C=CC=NC1=2)=[N+](C)C)C.F[P-](F)(F)(F)(F)F. (3) Given the product [OH:1][C:2]1[CH:3]=[C:4]([C:8]2[N:16]=[C:15]3[C:11]([NH:12][C:13](=[O:23])[N:14]3[CH:17]3[CH2:18][CH2:19][O:20][CH2:21][CH2:22]3)=[C:10]([C:24]([NH2:53])=[O:26])[N:9]=2)[CH:5]=[CH:6][CH:7]=1, predict the reactants needed to synthesize it. The reactants are: [OH:1][C:2]1[CH:3]=[C:4]([C:8]2[N:16]=[C:15]3[C:11]([NH:12][C:13](=[O:23])[N:14]3[CH:17]3[CH2:22][CH2:21][O:20][CH2:19][CH2:18]3)=[C:10]([C:24]([O:26]C)=O)[N:9]=2)[CH:5]=[CH:6][CH:7]=1.[Si](OC1C=C(C2N=C3C(NC(=O)N3C3CCOCC3)=C(C(OC)=O)[N:53]=2)C=CC=1)(C(C)(C)C)(C1C=CC=CC=1)C1C=CC=CC=1.